This data is from NCI-60 drug combinations with 297,098 pairs across 59 cell lines. The task is: Regression. Given two drug SMILES strings and cell line genomic features, predict the synergy score measuring deviation from expected non-interaction effect. (1) Drug 1: C1CCC(CC1)NC(=O)N(CCCl)N=O. Drug 2: C1CN(CCN1C(=O)CCBr)C(=O)CCBr. Cell line: DU-145. Synergy scores: CSS=24.0, Synergy_ZIP=4.75, Synergy_Bliss=8.72, Synergy_Loewe=-11.6, Synergy_HSA=6.49. (2) Cell line: HCT-15. Drug 1: CC1=C(C=C(C=C1)NC(=O)C2=CC=C(C=C2)CN3CCN(CC3)C)NC4=NC=CC(=N4)C5=CN=CC=C5. Synergy scores: CSS=17.2, Synergy_ZIP=-7.65, Synergy_Bliss=-2.17, Synergy_Loewe=-7.77, Synergy_HSA=-4.36. Drug 2: C1CN(CCN1C(=O)CCBr)C(=O)CCBr. (3) Drug 1: C1=CC(=C2C(=C1NCCNCCO)C(=O)C3=C(C=CC(=C3C2=O)O)O)NCCNCCO. Drug 2: COC1=CC(=CC(=C1O)OC)C2C3C(COC3=O)C(C4=CC5=C(C=C24)OCO5)OC6C(C(C7C(O6)COC(O7)C8=CC=CS8)O)O. Cell line: MCF7. Synergy scores: CSS=41.2, Synergy_ZIP=-9.88, Synergy_Bliss=-7.94, Synergy_Loewe=-2.48, Synergy_HSA=-0.404.